Dataset: CYP2C19 inhibition data for predicting drug metabolism from PubChem BioAssay. Task: Regression/Classification. Given a drug SMILES string, predict its absorption, distribution, metabolism, or excretion properties. Task type varies by dataset: regression for continuous measurements (e.g., permeability, clearance, half-life) or binary classification for categorical outcomes (e.g., BBB penetration, CYP inhibition). Dataset: cyp2c19_veith. (1) The molecule is O=C(O)CC[N+](=O)[O-]. The result is 0 (non-inhibitor). (2) The compound is COC(=O)[C@@]1(Cc2ccc(OC)cc2)[C@H]2c3cc(C(=O)N4CCCC4)n(CCCNc4ncc(C(F)(F)F)cc4Cl)c3C[C@H]2CN1C(=O)c1ccccc1. The result is 1 (inhibitor). (3) The drug is Cc1cccnc1NC1(C(F)(F)F)N=C(c2ccccc2)NC1=O. The result is 1 (inhibitor). (4) The drug is Nc1ccncc1. The result is 0 (non-inhibitor). (5) The drug is O=C(CN1C(=O)c2ccccc2S1(=O)=O)Nc1ccccc1. The result is 0 (non-inhibitor). (6) The result is 1 (inhibitor). The molecule is Cc1ccc(-c2csc(N/N=C/c3ccco3)n2)cc1. (7) The molecule is C(=C\c1ccccc1)\CN1CCN(C(c2ccccc2)c2ccccc2)CC1. The result is 0 (non-inhibitor). (8) The compound is Cc1cnc(NC(=O)CSc2ccc(Cl)cc2)s1. The result is 1 (inhibitor).